Dataset: Catalyst prediction with 721,799 reactions and 888 catalyst types from USPTO. Task: Predict which catalyst facilitates the given reaction. (1) Reactant: [OH:1][C:2]1[CH:3]=[C:4]([C:17]([O:19][CH2:20][CH3:21])=[O:18])[CH:5]=[C:6]2[C:10]=1[N:9]([CH:11]1[CH2:16][CH2:15][CH2:14][CH2:13][O:12]1)[N:8]=[CH:7]2.[C:22](=O)([O-])[O-].[K+].[K+].CI. Product: [CH3:22][O:1][C:2]1[CH:3]=[C:4]([C:17]([O:19][CH2:20][CH3:21])=[O:18])[CH:5]=[C:6]2[C:10]=1[N:9]([CH:11]1[CH2:16][CH2:15][CH2:14][CH2:13][O:12]1)[N:8]=[CH:7]2. The catalyst class is: 35. (2) Reactant: C([O:3][C:4]([C:6]1[S:10][C:9]([N:11]2[C:15]3[CH:16]=[C:17]([O:22][CH3:23])[C:18]([O:20][CH3:21])=[CH:19][C:14]=3[N:13]=[CH:12]2)=[N:8][C:7]=1[C:24]1[CH:29]=[CH:28][CH:27]=[CH:26][CH:25]=1)=O)C.[CH3:30][NH:31][CH3:32]. Product: [CH3:30][N:31]([CH3:32])[C:4]([C:6]1[S:10][C:9]([N:11]2[C:15]3[CH:16]=[C:17]([O:22][CH3:23])[C:18]([O:20][CH3:21])=[CH:19][C:14]=3[N:13]=[CH:12]2)=[N:8][C:7]=1[C:24]1[CH:25]=[CH:26][CH:27]=[CH:28][CH:29]=1)=[O:3]. The catalyst class is: 5.